From a dataset of CYP2D6 inhibition data for predicting drug metabolism from PubChem BioAssay. Regression/Classification. Given a drug SMILES string, predict its absorption, distribution, metabolism, or excretion properties. Task type varies by dataset: regression for continuous measurements (e.g., permeability, clearance, half-life) or binary classification for categorical outcomes (e.g., BBB penetration, CYP inhibition). Dataset: cyp2d6_veith. The molecule is COC(=O)[C@H]1C[C@@H]1[C@H](NC(=O)c1cnccn1)c1ccccc1. The result is 0 (non-inhibitor).